This data is from Catalyst prediction with 721,799 reactions and 888 catalyst types from USPTO. The task is: Predict which catalyst facilitates the given reaction. (1) Reactant: [O:1]1[C:5]2([CH2:10][CH2:9][CH:8]([CH2:11][OH:12])[CH2:7][CH2:6]2)[O:4][CH2:3][CH2:2]1.N1C=CN=C1.[Si:18](Cl)([C:21]([CH3:24])([CH3:23])[CH3:22])([CH3:20])[CH3:19]. Product: [O:1]1[C:5]2([CH2:10][CH2:9][CH:8]([CH2:11][O:12][Si:18]([C:21]([CH3:24])([CH3:23])[CH3:22])([CH3:20])[CH3:19])[CH2:7][CH2:6]2)[O:4][CH2:3][CH2:2]1. The catalyst class is: 3. (2) Reactant: C(Cl)(=O)C(Cl)=O.[CH3:7][N:8]([CH3:29])[S:9]([C:12]1[CH:13]=[CH:14][C:15]([O:21][CH2:22][C:23]2[CH:28]=[CH:27][CH:26]=[CH:25][CH:24]=2)=[C:16]([CH:20]=1)[C:17](O)=[O:18])(=[O:11])=[O:10].[N:30]1[CH:35]=[CH:34][CH:33]=[C:32]([NH2:36])[CH:31]=1.C(N(C(C)C)CC)(C)C. Product: [CH3:7][N:8]([CH3:29])[S:9]([C:12]1[CH:13]=[CH:14][C:15]([O:21][CH2:22][C:23]2[CH:28]=[CH:27][CH:26]=[CH:25][CH:24]=2)=[C:16]([CH:20]=1)[C:17]([NH:36][C:32]1[CH:31]=[N:30][CH:35]=[CH:34][CH:33]=1)=[O:18])(=[O:10])=[O:11]. The catalyst class is: 4. (3) Reactant: [NH2:1][C:2]([C:5]1[CH:10]=[CH:9][CH:8]=[CH:7][CH:6]=1)([NH2:4])[CH3:3].[ClH:11].C(OCC)C. Product: [ClH:11].[ClH:11].[NH2:1][C:2]([C:5]1[CH:10]=[CH:9][CH:8]=[CH:7][CH:6]=1)([NH2:4])[CH3:3]. The catalyst class is: 5. (4) Reactant: [C:1]([NH:4][C:5]([CH2:16][CH2:17][C:18]1[CH:23]=[CH:22][C:21]([S:24][C:25]2[CH:30]=[CH:29][C:28]([C:31](=[O:34])[CH2:32]Cl)=[CH:27][CH:26]=2)=[CH:20][CH:19]=1)([C:11]([O:13][CH2:14][CH3:15])=[O:12])[C:6]([O:8][CH2:9][CH3:10])=[O:7])(=[O:3])[CH3:2].[C:35]([OH:38])(=[O:37])[CH3:36].CCN(CC)CC. Product: [C:1]([NH:4][C:5]([CH2:16][CH2:17][C:18]1[CH:23]=[CH:22][C:21]([S:24][C:25]2[CH:30]=[CH:29][C:28]([C:31](=[O:34])[CH2:32][O:38][C:35](=[O:37])[CH3:36])=[CH:27][CH:26]=2)=[CH:20][CH:19]=1)([C:11]([O:13][CH2:14][CH3:15])=[O:12])[C:6]([O:8][CH2:9][CH3:10])=[O:7])(=[O:3])[CH3:2]. The catalyst class is: 23. (5) Reactant: Br[CH2:2][C:3]([C:5]1[O:9][N:8]=[C:7]([C:10]2[CH:15]=[CH:14][CH:13]=[CH:12][CH:11]=2)[CH:6]=1)=O.[OH:16][CH2:17][CH2:18][CH2:19][NH:20][C:21]([NH2:23])=[S:22]. Product: [C:10]1([C:7]2[CH:6]=[C:5]([C:3]3[N:23]=[C:21]([NH:20][CH2:19][CH2:18][CH2:17][OH:16])[S:22][CH:2]=3)[O:9][N:8]=2)[CH:15]=[CH:14][CH:13]=[CH:12][CH:11]=1. The catalyst class is: 12. (6) Reactant: C1C=CC(P(C2C(C3C(P(C4C=CC=CC=4)C4C=CC=CC=4)=CC=C4C=3C=CC=C4)=C3C(C=CC=C3)=CC=2)C2C=CC=CC=2)=CC=1.[CH2:47]([NH2:51])[CH2:48][CH2:49][CH3:50].[F:52][C:53]1[CH:58]=[CH:57][C:56]([N+:59]([O-:61])=[O:60])=[C:55](Br)[CH:54]=1.CC(C)([O-])C.[Na+]. Product: [CH2:47]([NH:51][C:57]1[CH:58]=[C:53]([F:52])[CH:54]=[CH:55][C:56]=1[N+:59]([O-:61])=[O:60])[CH2:48][CH2:49][CH3:50]. The catalyst class is: 222. (7) Reactant: [NH2:1][C@@H:2]([CH3:5])[CH2:3][OH:4].[C:6](=O)([O:12]C(C)(C)C)[O:7][C:8]([CH3:11])([CH3:10])[CH3:9].C(N(CC)CC)C. Product: [OH:4][CH2:3][C@@H:2]([NH:1][C:6](=[O:12])[O:7][C:8]([CH3:11])([CH3:10])[CH3:9])[CH3:5]. The catalyst class is: 1.